This data is from Reaction yield outcomes from USPTO patents with 853,638 reactions. The task is: Predict the reaction yield, written as a fraction of the theoretical maximum amount of product (1.0 means a 100% yield; for example, 0.34 means a 34% yield). (1) The reactants are [CH2:1]([N:8]1[C:13]2[CH:14]=[CH:15][C:16]([C:18]([O:20]C)=[O:19])=[CH:17][C:12]=2[O:11][CH2:10][C:9]1=[O:22])[C:2]1[CH:7]=[CH:6][CH:5]=[CH:4][CH:3]=1.[OH-].[Na+].Cl. The catalyst is CO. The product is [CH2:1]([N:8]1[C:13]2[CH:14]=[CH:15][C:16]([C:18]([OH:20])=[O:19])=[CH:17][C:12]=2[O:11][CH2:10][C:9]1=[O:22])[C:2]1[CH:3]=[CH:4][CH:5]=[CH:6][CH:7]=1. The yield is 0.955. (2) The reactants are [CH2:1]([C:3]([C:8]1[C:9]([CH3:14])=[N:10][CH:11]=[CH:12][CH:13]=1)([O:6][CH3:7])[CH2:4][CH3:5])[CH3:2].C(OC(C(F)(F)F)=O)(C(F)(F)F)=[O:16].C([O-])([O-])=O.[K+].[K+]. The catalyst is C(Cl)Cl.O. The product is [CH2:1]([C:3]([C:8]1[C:9]([CH2:14][OH:16])=[N:10][CH:11]=[CH:12][CH:13]=1)([O:6][CH3:7])[CH2:4][CH3:5])[CH3:2]. The yield is 0.600. (3) The reactants are [NH2:1][C:2]1[S:3][C:4]2[C:10](=[O:11])[CH2:9][CH:8]([CH3:12])[CH2:7][C:5]=2[N:6]=1.C1CCN2C(=NCCC2)CC1.C1N=[CH:27][N:26]([C:29](N2C=NC=C2)=[O:30])[CH:25]=1.CNC. The catalyst is CC#N. The product is [CH3:25][N:26]([CH3:27])[C:29]([NH:1][C:2]1[S:3][C:4]2[C:10](=[O:11])[CH2:9][CH:8]([CH3:12])[CH2:7][C:5]=2[N:6]=1)=[O:30]. The yield is 0.770.